This data is from Peptide-MHC class I binding affinity with 185,985 pairs from IEDB/IMGT. The task is: Regression. Given a peptide amino acid sequence and an MHC pseudo amino acid sequence, predict their binding affinity value. This is MHC class I binding data. (1) The peptide sequence is DTVLEEMNL. The MHC is HLA-B54:01 with pseudo-sequence HLA-B54:01. The binding affinity (normalized) is 0. (2) The MHC is HLA-A11:01 with pseudo-sequence HLA-A11:01. The binding affinity (normalized) is 0.0333. The peptide sequence is KLWASQIY. (3) The peptide sequence is KLGGGQYGE. The MHC is HLA-A68:01 with pseudo-sequence HLA-A68:01. The binding affinity (normalized) is 0.229. (4) The peptide sequence is TQSPVSVGF. The MHC is HLA-B51:01 with pseudo-sequence HLA-B51:01. The binding affinity (normalized) is 0.0847. (5) The peptide sequence is FPFLYKFLL. The MHC is HLA-A02:02 with pseudo-sequence HLA-A02:02. The binding affinity (normalized) is 0.208. (6) The MHC is HLA-A11:01 with pseudo-sequence HLA-A11:01. The binding affinity (normalized) is 0.0847. The peptide sequence is HYDAPVFPI.